Task: Predict the reaction yield, written as a fraction of the theoretical maximum amount of product (1.0 means a 100% yield; for example, 0.34 means a 34% yield).. Dataset: Reaction yield outcomes from USPTO patents with 853,638 reactions (1) The reactants are [CH:1]1([OH:6])[CH2:5][CH:4]=[CH:3][CH2:2]1.N1C=CN=C1.[C:12]([Si:16](Cl)([CH3:18])[CH3:17])([CH3:15])([CH3:14])[CH3:13]. The catalyst is CN(C=O)C.C(OCC)(=O)C. The product is [C:12]([Si:16]([O:6][CH:1]1[CH2:5][CH:4]=[CH:3][CH2:2]1)([CH3:18])[CH3:17])([CH3:15])([CH3:14])[CH3:13]. The yield is 0.730. (2) The reactants are Cl[C:2]1[C:7]([C:8]#[C:9][C@H:10]([OH:12])[CH3:11])=[CH:6][N:5]=[C:4]2[CH:13]=[CH:14][S:15][C:3]=12.Cl.[NH2:17][C@H:18]1[CH2:23][CH2:22][C@H:21]([CH2:24][C:25]#[N:26])[CH2:20][CH2:19]1.C(=O)([O-])[O-].[Cs+].[Cs+].CC1(C)C2C=CC=C(P(C3C=CC=CC=3)C3C=CC=CC=3)C=2OC2C1=CC=CC=2P(C1C=CC=CC=1)C1C=CC=CC=1. The catalyst is C1(C)C=CC=CC=1.C([O-])(=O)C.[Pd+2].C([O-])(=O)C. The product is [OH:12][C@@H:10]([C:9]1[N:17]([C@H:18]2[CH2:23][CH2:22][C@H:21]([CH2:24][C:25]#[N:26])[CH2:20][CH2:19]2)[C:2]2=[C:3]3[S:15][CH:14]=[CH:13][C:4]3=[N:5][CH:6]=[C:7]2[CH:8]=1)[CH3:11]. The yield is 0.0180. (3) The reactants are C[O:2][C:3](=[O:45])[C:4]1[CH:9]=[CH:8][CH:7]=[CH:6][C:5]=1[O:10][C:11]1[CH:16]=[CH:15][CH:14]=[C:13]([O:17][CH2:18][CH2:19][CH2:20][O:21][C:22]2[CH:27]=[C:26]([O:28]CC3C=CC=CC=3)[C:25]([C:36](=O)[CH2:37]Cl)=[CH:24][C:23]=2[CH2:40][CH3:41])[C:12]=1[CH2:42][CH2:43][CH3:44].[CH:46]([NH2:48])=[S:47].C(=O)([O-])[O-].[Mg+2]. The catalyst is O1CCOCC1.C(OCC)C.[OH-].[Na+]. The product is [CH2:40]([C:23]1[CH:24]=[C:25]([C:36]2[N:48]=[CH:46][S:47][CH:37]=2)[C:26]([OH:28])=[CH:27][C:22]=1[O:21][CH2:20][CH2:19][CH2:18][O:17][C:13]1[C:12]([CH2:42][CH2:43][CH3:44])=[C:11]([CH:16]=[CH:15][CH:14]=1)[O:10][C:5]1[CH:6]=[CH:7][CH:8]=[CH:9][C:4]=1[C:3]([OH:2])=[O:45])[CH3:41]. The yield is 0.500. (4) The reactants are [C:1]([O:5][C:6](=[O:29])[CH2:7][C@@H:8]([CH2:17][O:18][S:19]([C:22]1[CH:27]=[CH:26][C:25]([CH3:28])=[CH:24][CH:23]=1)(=[O:21])=[O:20])[CH2:9][C@H:10]([CH3:16])[CH2:11][CH2:12][CH2:13][CH2:14][CH3:15])([CH3:4])([CH3:3])[CH3:2].C(OC(=O)C[C@@H](CO)C[C@@H](C)CCCCC)(C)(C)C. No catalyst specified. The product is [C:1]([O:5][C:6](=[O:29])[CH2:7][C@@H:8]([CH2:17][O:18][S:19]([C:22]1[CH:27]=[CH:26][C:25]([CH3:28])=[CH:24][CH:23]=1)(=[O:21])=[O:20])[CH2:9][C@@H:10]([CH3:16])[CH2:11][CH2:12][CH2:13][CH2:14][CH3:15])([CH3:2])([CH3:3])[CH3:4]. The yield is 0.640.